This data is from Forward reaction prediction with 1.9M reactions from USPTO patents (1976-2016). The task is: Predict the product of the given reaction. (1) Given the reactants [CH2:1]([O:8][C:9](=[O:15])[NH:10][CH2:11][CH2:12][CH:13]=[CH2:14])[C:2]1[CH:7]=[CH:6][CH:5]=[CH:4][CH:3]=1.C1C=C(Cl)C=C(C(OO)=[O:24])C=1, predict the reaction product. The product is: [CH2:1]([O:8][C:9](=[O:15])[NH:10][CH2:11][CH2:12][CH:13]1[CH2:14][O:24]1)[C:2]1[CH:7]=[CH:6][CH:5]=[CH:4][CH:3]=1. (2) Given the reactants [NH2:1][CH2:2][CH2:3][CH2:4][N:5]([CH2:13][CH2:14][CH2:15][NH:16][C:17]1[N:18]=[N+:19]([O-:28])[C:20]2[CH:27]=[CH:26][CH:25]=[CH:24][C:21]=2[N+:22]=1[O-:23])[C:6](=[O:12])[O:7][C:8]([CH3:11])([CH3:10])[CH3:9].[N-]1[CH:33]=[CH:32][N:31]=[CH:30]1.[CH2:34]1[CH2:38][O:37][CH2:36][CH2:35]1, predict the reaction product. The product is: [CH:2]1[C:3]2[C:30](=[N:31][C:32]3[C:33]([CH:4]=2)=[CH:24][CH:21]=[CH:20][CH:27]=3)[C:34]([C:38]([NH:1][CH2:2][CH2:3][CH2:4][N:5]([CH2:13][CH2:14][CH2:15][NH:16][C:17]2[N:18]=[N+:19]([O-:28])[C:20]3[CH:27]=[CH:26][CH:25]=[CH:24][C:21]=3[N+:22]=2[O-:23])[C:6](=[O:12])[O:7][C:8]([CH3:10])([CH3:11])[CH3:9])=[O:37])=[CH:35][CH:36]=1. (3) Given the reactants [N+:1]([C:4]1[N:9]=[C:8]([CH2:10][C:11]([OH:13])=O)[CH:7]=[CH:6][CH:5]=1)([O-:3])=[O:2].CCN(C(C)C)C(C)C.C1C=CC2N(O)N=NC=2C=1.Cl.[CH3:34][NH:35][O:36][CH3:37].C(Cl)CCl, predict the reaction product. The product is: [CH3:37][O:36][N:35]([CH3:34])[C:11](=[O:13])[CH2:10][C:8]1[CH:7]=[CH:6][CH:5]=[C:4]([N+:1]([O-:3])=[O:2])[N:9]=1. (4) Given the reactants [NH2:1][C:2]1[C:3]([C:9]([NH2:11])=[O:10])=[N:4][C:5]([Cl:8])=[CH:6][CH:7]=1.[CH:12](OCC)(OCC)OCC, predict the reaction product. The product is: [Cl:8][C:5]1[CH:6]=[CH:7][C:2]2[NH:1][CH:12]=[N:11][C:9](=[O:10])[C:3]=2[N:4]=1. (5) Given the reactants [C:1]([O:4][C@@H:5]1[C@@H:10]([O:11][C:12](=[O:14])[CH3:13])[C@@H:9]([O:15][C:16](=[O:18])[CH3:17])[C@@H:8]([CH2:19][O:20][C:21](=[O:23])[CH3:22])[O:7][C@H:6]1[O:24][C:25]1[C:29]([CH2:30][C:31]2[CH:36]=[CH:35][C:34]([O:37][CH2:38][CH2:39][CH2:40][OH:41])=[CH:33][C:32]=2[CH3:42])=[C:28]([CH:43]([CH3:45])[CH3:44])[NH:27][N:26]=1)(=[O:3])[CH3:2].C(N(CC)CC)C.[CH3:53][S:54](Cl)(=[O:56])=[O:55].Cl, predict the reaction product. The product is: [C:1]([O:4][C@@H:5]1[C@@H:10]([O:11][C:12](=[O:14])[CH3:13])[C@@H:9]([O:15][C:16](=[O:18])[CH3:17])[C@@H:8]([CH2:19][O:20][C:21](=[O:23])[CH3:22])[O:7][C@H:6]1[O:24][C:25]1[C:29]([CH2:30][C:31]2[CH:36]=[CH:35][C:34]([O:37][CH2:38][CH2:39][CH2:40][O:41][S:54]([CH3:53])(=[O:56])=[O:55])=[CH:33][C:32]=2[CH3:42])=[C:28]([CH:43]([CH3:45])[CH3:44])[NH:27][N:26]=1)(=[O:3])[CH3:2].